The task is: Predict the reaction yield, written as a fraction of the theoretical maximum amount of product (1.0 means a 100% yield; for example, 0.34 means a 34% yield).. This data is from Reaction yield outcomes from USPTO patents with 853,638 reactions. (1) The reactants are [CH3:1][Li].[Cl:3][C:4]1[C:11]([N+:12]([O-:14])=[O:13])=[CH:10][CH:9]=[CH:8][C:5]=1[CH:6]=[O:7]. The catalyst is [Ti](Cl)(Cl)(Cl)Cl.CCOCC. The product is [Cl:3][C:4]1[C:11]([N+:12]([O-:14])=[O:13])=[CH:10][CH:9]=[CH:8][C:5]=1[C@@H:6]([OH:7])[CH3:1]. The yield is 0.840. (2) The reactants are [OH:1][CH2:2][C:3]1[CH:16]=[CH:15][C:14]2[O:13][C:12]3[C:7]4=[C:8]([C:17](=[O:20])[NH:18][N:19]=[C:6]4[C:5]=2[CH:4]=1)[CH:9]=[CH:10][CH:11]=3.[CH2:21]([O:28][P:29]([CH2:39][CH2:40]C(O)=O)([O:31][CH2:32][C:33]1[CH:38]=[CH:37][CH:36]=[CH:35][CH:34]=1)=[O:30])[C:22]1[CH:27]=[CH:26][CH:25]=[CH:24][CH:23]=1.C(Cl)CCl. The catalyst is CN(C=O)C.CN(C1C=CN=CC=1)C. The product is [CH2:32]([O:31][P:29]([CH2:39][CH2:40][O:1][CH2:2][C:3]1[CH:16]=[CH:15][C:14]2[O:13][C:12]3[C:7]4=[C:8]([C:17](=[O:20])[NH:18][N:19]=[C:6]4[C:5]=2[CH:4]=1)[CH:9]=[CH:10][CH:11]=3)(=[O:30])[O:28][CH2:21][C:22]1[CH:23]=[CH:24][CH:25]=[CH:26][CH:27]=1)[C:33]1[CH:34]=[CH:35][CH:36]=[CH:37][CH:38]=1. The yield is 0.400. (3) The reactants are [F:1][C@H:2]1[CH2:6][CH2:5][N:4]([CH2:7][C@H:8]([C:10]2[CH:15]=[CH:14][CH:13]=[CH:12][CH:11]=2)O)[CH2:3]1.F[C@H]1CCN([C@H](C2C=CC=CC=2)CO)C1.[CH3:31][NH:32][C:33]1[CH:42]=[CH:41][C:36]([C:37]([O:39][CH3:40])=[O:38])=[CH:35][CH:34]=1. No catalyst specified. The product is [F:1][C@H:2]1[CH2:6][CH2:5][N:4]([CH2:7][C@@H:8]([N:32]([C:33]2[CH:42]=[CH:41][C:36]([C:37]([O:39][CH3:40])=[O:38])=[CH:35][CH:34]=2)[CH3:31])[C:10]2[CH:15]=[CH:14][CH:13]=[CH:12][CH:11]=2)[CH2:3]1. The yield is 0.540. (4) The reactants are [NH2:1][C:2](=[S:9])[CH2:3][CH2:4][C:5]([O:7][CH3:8])=[O:6].[CH:10]1[C:15]([C:16]([CH2:18]Br)=O)=[CH:14][CH:13]=[C:12]([F:20])[CH:11]=1.[CH3:21]CO. No catalyst specified. The product is [F:20][C:12]1[CH:13]=[CH:14][C:15]([C:16]2[N:1]=[C:2]([CH2:3][CH2:4][C:5]([O:7][CH2:8][CH3:21])=[O:6])[S:9][CH:18]=2)=[CH:10][CH:11]=1. The yield is 0.0700.